This data is from Catalyst prediction with 721,799 reactions and 888 catalyst types from USPTO. The task is: Predict which catalyst facilitates the given reaction. Reactant: [Cl:1][C:2]1[CH:3]=[CH:4][C:5]([O:15][CH2:16][C:17]2[CH:22]=[CH:21][C:20]([Br:23])=[CH:19][C:18]=2[F:24])=[C:6]([C:8](=O)[CH2:9][CH2:10][C:11](=O)[CH3:12])[CH:7]=1.[NH2:25][C:26]1[CH:27]=[C:28]([CH:32]=[C:33]([NH:35][C:36](=[O:38])[CH3:37])[CH:34]=1)[C:29]([OH:31])=[O:30].CC1C=CC(S(O)(=O)=O)=CC=1. Product: [Cl:1][C:2]1[CH:3]=[CH:4][C:5]([O:15][CH2:16][C:17]2[CH:22]=[CH:21][C:20]([Br:23])=[CH:19][C:18]=2[F:24])=[C:6]([C:8]2[N:25]([C:26]3[CH:27]=[C:28]([CH:32]=[C:33]([NH:35][C:36](=[O:38])[CH3:37])[CH:34]=3)[C:29]([OH:31])=[O:30])[C:11]([CH3:12])=[CH:10][CH:9]=2)[CH:7]=1. The catalyst class is: 291.